Dataset: CYP3A4 inhibition data for predicting drug metabolism from PubChem BioAssay. Task: Regression/Classification. Given a drug SMILES string, predict its absorption, distribution, metabolism, or excretion properties. Task type varies by dataset: regression for continuous measurements (e.g., permeability, clearance, half-life) or binary classification for categorical outcomes (e.g., BBB penetration, CYP inhibition). Dataset: cyp3a4_veith. (1) The drug is Fc1ccc2nc3[nH]c4ccccc4c3nc2c1. The result is 1 (inhibitor). (2) The compound is Cc1ccccc1OCC(=O)NC(=S)Nc1ccc(S(=O)(=O)NC2CCCCC2)cc1. The result is 0 (non-inhibitor).